This data is from Reaction yield outcomes from USPTO patents with 853,638 reactions. The task is: Predict the reaction yield, written as a fraction of the theoretical maximum amount of product (1.0 means a 100% yield; for example, 0.34 means a 34% yield). (1) The reactants are [CH2:1](Br)[C:2]([CH2:7]Br)([CH2:5]Br)[CH2:3]Br.[OH:10][C:11]1[CH:12]=[C:13]([CH:16]=[CH:17][CH:18]=1)[CH:14]=[O:15].[C:19](=[O:22])([O-])[O-].[K+].[K+].[I-].[Na+]. The catalyst is O.CN(C)C=O. The product is [CH:14]([C:13]1[CH:12]=[C:11]([CH:18]=[CH:17][CH:16]=1)[O:10][CH2:1][C:2]([CH2:7][O:10][C:11]1[CH:12]=[CH:13][CH:16]=[C:17]([CH:19]=[O:22])[CH:18]=1)([CH2:5][O:10][C:11]1[CH:18]=[CH:17][CH:16]=[C:13]([CH:14]=[O:15])[CH:12]=1)[CH2:3][O:10][C:11]1[CH:18]=[CH:17][CH:16]=[C:13]([CH:14]=[O:15])[CH:12]=1)=[O:15]. The yield is 0.856. (2) The reactants are [CH2:1]([N:8]1[CH2:13][CH:12]([CH2:14][OH:15])[CH2:11][CH:10]([CH:16]=[N:17]O)[CH2:9]1)[C:2]1[CH:7]=[CH:6][CH:5]=[CH:4][CH:3]=1.[I-].ClC1C=CC=CN1C.CCN(CC)CC.Cl. The catalyst is C(Cl)Cl. The product is [CH2:1]([N:8]1[CH2:13][CH:12]([CH2:14][OH:15])[CH2:11][CH:10]([C:16]#[N:17])[CH2:9]1)[C:2]1[CH:3]=[CH:4][CH:5]=[CH:6][CH:7]=1. The yield is 0.950.